Dataset: Peptide-MHC class I binding affinity with 185,985 pairs from IEDB/IMGT. Task: Regression. Given a peptide amino acid sequence and an MHC pseudo amino acid sequence, predict their binding affinity value. This is MHC class I binding data. (1) The peptide sequence is RAEVSLHEV. The MHC is HLA-A01:01 with pseudo-sequence HLA-A01:01. The binding affinity (normalized) is 0. (2) The peptide sequence is NVSIPWTHK. The MHC is HLA-A33:01 with pseudo-sequence HLA-A33:01. The binding affinity (normalized) is 0.375. (3) The binding affinity (normalized) is 0.0847. The peptide sequence is RIARFHRPY. The MHC is HLA-A02:19 with pseudo-sequence HLA-A02:19. (4) The binding affinity (normalized) is 0.714. The peptide sequence is ILAAWLAPR. The MHC is HLA-A03:01 with pseudo-sequence HLA-A03:01. (5) The peptide sequence is SGYYSTTIR. The MHC is HLA-A03:01 with pseudo-sequence HLA-A03:01. The binding affinity (normalized) is 0.314. (6) The peptide sequence is LNCVGDHQAAM. The MHC is Mamu-B17 with pseudo-sequence Mamu-B17. The binding affinity (normalized) is 0.0818.